Dataset: Forward reaction prediction with 1.9M reactions from USPTO patents (1976-2016). Task: Predict the product of the given reaction. Given the reactants [C@@H:1]12[CH2:7][C@@H:4]([CH2:5][CH2:6]1)[CH2:3][C@H:2]2[C:8]([NH:10][C:11]1[S:12][C:13]([C:18]2[CH:23]=[C:22]([CH3:24])[CH:21]=[CH:20][C:19]=2[CH3:25])=[CH:14][C:15]=1[C:16]#[N:17])=[O:9].[Cl:26]N1C(=O)CCC1=O.O, predict the reaction product. The product is: [C@@H:1]12[CH2:7][C@@H:4]([CH2:5][CH2:6]1)[CH2:3][C@H:2]2[C:8]([NH:10][C:11]1[S:12][C:13]([C:18]2[CH:23]=[C:22]([CH3:24])[CH:21]=[CH:20][C:19]=2[CH3:25])=[C:14]([Cl:26])[C:15]=1[C:16]#[N:17])=[O:9].